From a dataset of Reaction yield outcomes from USPTO patents with 853,638 reactions. Predict the reaction yield, written as a fraction of the theoretical maximum amount of product (1.0 means a 100% yield; for example, 0.34 means a 34% yield). (1) The yield is 0.890. The catalyst is C(Cl)Cl.C(=O)(O)[O-].[Na+]. The product is [NH2:7][CH2:8][CH2:9][C:10]([NH:11][C:12]1[CH:13]=[C:14]2[C:19](=[CH:20][CH:21]=1)[N:18]=[CH:17][N:16]=[C:15]2[NH:22][C:23]1[CH:28]=[CH:27][C:26]([C:29]([NH:30][C:31]2[CH:32]=[CH:33][CH:34]=[CH:35][CH:36]=2)=[O:37])=[CH:25][CH:24]=1)=[O:38]. The reactants are C(OC(=O)[NH:7][CH2:8][CH2:9][C:10](=[O:38])[NH:11][C:12]1[CH:13]=[C:14]2[C:19](=[CH:20][CH:21]=1)[N:18]=[CH:17][N:16]=[C:15]2[NH:22][C:23]1[CH:28]=[CH:27][C:26]([C:29](=[O:37])[NH:30][C:31]2[CH:36]=[CH:35][CH:34]=[CH:33][CH:32]=2)=[CH:25][CH:24]=1)(C)(C)C.FC(F)(F)C(O)=O. (2) The reactants are Cl[C:2]1[CH:7]=[CH:6][C:5]([CH3:8])=[CH:4][C:3]=1[N+:9]([O-])=O.[NH:12]1[CH2:16][CH2:15][CH2:14][C:13]1=O. No catalyst specified. The product is [CH3:8][C:5]1[CH:6]=[CH:7][C:2]2[N:12]3[CH2:16][CH2:15][CH2:14][C:13]3=[N:9][C:3]=2[CH:4]=1. The yield is 0.860.